From a dataset of Forward reaction prediction with 1.9M reactions from USPTO patents (1976-2016). Predict the product of the given reaction. (1) Given the reactants [CH3:1][C:2]1[CH:7]=[C:6]([CH3:8])[CH:5]=[C:4]([CH3:9])[C:3]=1[CH2:10][C:11](Cl)=[O:12].[OH:14][CH:15]([CH:18]1[CH2:23][CH2:22][N:21]([O:24][CH3:25])[CH2:20][CH2:19]1)[C:16]#[N:17].CCN(CC)CC, predict the reaction product. The product is: [C:16]([CH:15]([O:14][C:11](=[O:12])[CH2:10][C:3]1[C:2]([CH3:1])=[CH:7][C:6]([CH3:8])=[CH:5][C:4]=1[CH3:9])[CH:18]1[CH2:19][CH2:20][N:21]([O:24][CH3:25])[CH2:22][CH2:23]1)#[N:17]. (2) Given the reactants C(OCC)(=O)C.C(OC([N:14]1[CH2:19][CH2:18][CH:17]([O:20][C:21]2[CH:26]=[CH:25][C:24]([Cl:27])=[CH:23][CH:22]=2)[CH2:16][CH2:15]1)=O)(C)(C)C, predict the reaction product. The product is: [ClH:27].[Cl:27][C:24]1[CH:25]=[CH:26][C:21]([O:20][CH:17]2[CH2:16][CH2:15][NH:14][CH2:19][CH2:18]2)=[CH:22][CH:23]=1. (3) Given the reactants [F:1][C:2]1[CH:3]=[C:4]([OH:25])[C:5]2[CH:6]=[CH:7][N:8]([C:11]3[CH:16]=[CH:15][C:14]([O:17]CC4C=CC=CC=4)=[CH:13][CH:12]=3)[C:9]=2[CH:10]=1, predict the reaction product. The product is: [F:1][C:2]1[CH:3]=[C:4]([OH:25])[C:5]2[CH:6]=[CH:7][N:8]([C:11]3[CH:12]=[CH:13][C:14]([OH:17])=[CH:15][CH:16]=3)[C:9]=2[CH:10]=1. (4) Given the reactants Cl.Cl.[F:3][C:4]1[CH:9]=[C:8]([F:10])[CH:7]=[CH:6][C:5]=1[N:11]1[CH2:16][CH2:15][NH:14][CH2:13][CH2:12]1.Cl[CH:18]([C:20]1[CH:25]=[CH:24][C:23]([C:26]([NH:29][C:30](=[O:32])[CH3:31])([CH3:28])[CH3:27])=[CH:22][CH:21]=1)[CH3:19], predict the reaction product. The product is: [F:3][C:4]1[CH:9]=[C:8]([F:10])[CH:7]=[CH:6][C:5]=1[N:11]1[CH2:12][CH2:13][N:14]([CH:18]([C:20]2[CH:25]=[CH:24][C:23]([C:26]([NH:29][C:30](=[O:32])[CH3:31])([CH3:28])[CH3:27])=[CH:22][CH:21]=2)[CH3:19])[CH2:15][CH2:16]1. (5) Given the reactants [O:1]1[C:5]2[CH:6]=[CH:7][C:8]([N:10]3[C:18]4[C:17]5[CH:19]=[C:20]([NH:23][C:24](=[O:33])[C:25]6[C:30]([Cl:31])=[CH:29][N:28]=[C:27](Cl)[CH:26]=6)[CH:21]=[CH:22][C:16]=5[CH2:15][CH2:14][C:13]=4[C:12]([C:34]([NH2:36])=[O:35])=[N:11]3)=[CH:9][C:4]=2[O:3][CH2:2]1.[CH3:37][N:38]1[CH2:43][CH2:42][NH:41][CH2:40][CH2:39]1, predict the reaction product. The product is: [O:1]1[C:5]2[CH:6]=[CH:7][C:8]([N:10]3[C:18]4[C:17]5[CH:19]=[C:20]([NH:23][C:24](=[O:33])[C:25]6[C:30]([Cl:31])=[CH:29][N:28]=[C:27]([N:41]7[CH2:42][CH2:43][N:38]([CH3:37])[CH2:39][CH2:40]7)[CH:26]=6)[CH:21]=[CH:22][C:16]=5[CH2:15][CH2:14][C:13]=4[C:12]([C:34]([NH2:36])=[O:35])=[N:11]3)=[CH:9][C:4]=2[O:3][CH2:2]1. (6) The product is: [Cl:41][C:29]1[CH:28]=[C:27]([NH:26][C:24]2[C:25]3[N:17]([CH2:16][CH2:15][O:14][CH2:13][CH2:12][OH:11])[CH:18]=[CH:19][C:20]=3[N:21]=[CH:22][N:23]=2)[CH:32]=[CH:31][C:30]=1[O:33][C:34]1[CH:35]=[C:36]([NH:40][C:45]([CH:42]2[CH2:44][CH2:43]2)=[O:46])[CH:37]=[CH:38][CH:39]=1. Given the reactants Cl.Cl.C([O:11][CH2:12][CH2:13][O:14][CH2:15][CH2:16][N:17]1[C:25]2[C:24]([NH:26][C:27]3[CH:32]=[CH:31][C:30]([O:33][C:34]4[CH:39]=[CH:38][CH:37]=[C:36]([NH2:40])[CH:35]=4)=[C:29]([Cl:41])[CH:28]=3)=[N:23][CH:22]=[N:21][C:20]=2[CH:19]=[CH:18]1)(=O)C1C=CC=CC=1.[CH:42]1([C:45](O)=[O:46])[CH2:44][CH2:43]1.Cl.C(N=C=NCCCN(C)C)C.ON1C2C=CC=CC=2N=N1.[OH-].[Na+], predict the reaction product. (7) Given the reactants [Cl:1][C:2]1[CH:3]=[CH:4][C:5]([O:16][CH2:17][C:18]2[CH:23]=[CH:22][CH:21]=[CH:20][CH:19]=2)=[C:6]([CH2:8][N:9]2[C:13]([CH3:14])=[CH:12][C:11]([NH2:15])=[N:10]2)[CH:7]=1.[N:24]1[CH:29]=[CH:28][CH:27]=[CH:26][C:25]=1[C:30](O)=[O:31].ON1C2C=CC=CC=2N=N1.CN(C)CCCN=C=NCC, predict the reaction product. The product is: [Cl:1][C:2]1[CH:3]=[CH:4][C:5]([O:16][CH2:17][C:18]2[CH:19]=[CH:20][CH:21]=[CH:22][CH:23]=2)=[C:6]([CH2:8][N:9]2[C:13]([CH3:14])=[CH:12][C:11]([NH:15][C:30]([C:25]3[CH:26]=[CH:27][CH:28]=[CH:29][N:24]=3)=[O:31])=[N:10]2)[CH:7]=1.